From a dataset of Full USPTO retrosynthesis dataset with 1.9M reactions from patents (1976-2016). Predict the reactants needed to synthesize the given product. (1) Given the product [Cl:1][C:2]1[CH:19]=[CH:18][CH:17]=[C:16]([CH3:20])[C:3]=1[CH2:4][N:5]1[C:13]2[C:8](=[C:9]([F:14])[CH:10]=[CH:11][CH:12]=2)[C:7]([C:23]2[C:22]([F:21])=[CH:31][C:26]([C:27]([O:29][CH3:30])=[O:28])=[C:25]([O:32][CH3:33])[CH:24]=2)=[N:6]1, predict the reactants needed to synthesize it. The reactants are: [Cl:1][C:2]1[CH:19]=[CH:18][CH:17]=[C:16]([CH3:20])[C:3]=1[CH2:4][N:5]1[C:13]2[C:8](=[C:9]([F:14])[CH:10]=[CH:11][CH:12]=2)[C:7](I)=[N:6]1.[F:21][C:22]1[C:23](B2OC(C)(C)C(C)(C)O2)=[CH:24][C:25]([O:32][CH3:33])=[C:26]([CH:31]=1)[C:27]([O:29][CH3:30])=[O:28].C(=O)([O-])[O-].[Na+].[Na+].N#N. (2) Given the product [C:11]([NH:8][CH2:7][C:6]1[CH:15]=[C:2]([C:29]2[CH:30]=[N:31][C:26]([C:25]([F:36])([F:35])[F:24])=[CH:27][CH:28]=2)[CH:3]=[C:4]([C:16]2[CH:21]=[CH:20][C:19]([Cl:22])=[C:18]([Cl:23])[CH:17]=2)[C:5]=1[OH:10])([CH3:14])([CH3:12])[CH3:13], predict the reactants needed to synthesize it. The reactants are: Br[C:2]1[CH:3]=[C:4]([C:16]2[CH:21]=[CH:20][C:19]([Cl:22])=[C:18]([Cl:23])[CH:17]=2)[C:5]2[O:10]C[N:8]([C:11]([CH3:14])([CH3:13])[CH3:12])[CH2:7][C:6]=2[CH:15]=1.[F:24][C:25]([F:36])([F:35])[C:26]1[N:31]=[CH:30][C:29](B(O)O)=[CH:28][CH:27]=1.C(=O)([O-])[O-].[K+].[K+].